Dataset: Orexin1 receptor HTS with 218,158 compounds and 233 confirmed actives. Task: Binary Classification. Given a drug SMILES string, predict its activity (active/inactive) in a high-throughput screening assay against a specified biological target. (1) The drug is s1c(nn2c(nnc12)c1c(OC)cccc1)c1oc2c(c1)cccc2. The result is 0 (inactive). (2) The drug is S(c1c(C(=O)C2CCCN(C2)Cc2c(OC)ccc(OC)c2)cccc1)C. The result is 0 (inactive). (3) The result is 0 (inactive). The drug is S(c1n(c(=O)c2cc3CCCCc3nc2n1)CC)CC(=O)NCc1ccccc1. (4) The compound is Brc1ccc(c2nc(on2)CCc2ccccc2)cc1. The result is 0 (inactive). (5) The drug is Clc1c(S(=O)(=O)N(C)C)cc(NC(=O)COC(=O)Cc2ccc(OC)cc2)cc1. The result is 0 (inactive). (6) The drug is S(=O)(=O)(N1CCN(CC1)Cc1oc(nn1)c1ccccc1)c1ccc(F)cc1. The result is 0 (inactive). (7) The drug is O=C1N(C(C)C)c2c(/C1=N\Nc1ncccc1)cccc2. The result is 0 (inactive). (8) The drug is Oc1c([N+]([O-])=O)cc(/C=C(\C(=O)NCc2ccccc2)C#N)cc1. The result is 0 (inactive).